The task is: Predict the product of the given reaction.. This data is from Forward reaction prediction with 1.9M reactions from USPTO patents (1976-2016). Given the reactants Cl[C:2]1[CH:11]=[C:10]([C:12]2[CH:17]=[CH:16][CH:15]=[CH:14][C:13]=2[CH3:18])[C:5]([C:6]([NH:8][CH3:9])=[O:7])=[CH:4][N:3]=1.[NH:19]1[CH2:24][CH2:23][O:22][CH2:21][CH2:20]1.C(N(C(C)C)C(C)C)C, predict the reaction product. The product is: [CH3:9][NH:8][C:6](=[O:7])[C:5]1[C:10]([C:12]2[CH:17]=[CH:16][CH:15]=[CH:14][C:13]=2[CH3:18])=[CH:11][C:2]([N:19]2[CH2:24][CH2:23][O:22][CH2:21][CH2:20]2)=[N:3][CH:4]=1.